Dataset: Peptide-MHC class II binding affinity with 134,281 pairs from IEDB. Task: Regression. Given a peptide amino acid sequence and an MHC pseudo amino acid sequence, predict their binding affinity value. This is MHC class II binding data. (1) The peptide sequence is GIGVLLTWIGLNSKN. The MHC is DRB1_0802 with pseudo-sequence DRB1_0802. The binding affinity (normalized) is 0.827. (2) The peptide sequence is EEGKCGLNSVDSLEH. The MHC is HLA-DQA10201-DQB10301 with pseudo-sequence HLA-DQA10201-DQB10301. The binding affinity (normalized) is 0.317. (3) The peptide sequence is INELIASGSEKLASV. The MHC is DRB3_0202 with pseudo-sequence DRB3_0202. The binding affinity (normalized) is 0.802. (4) The peptide sequence is EDPLFQLVSKLYEVV. The MHC is HLA-DPA10301-DPB10402 with pseudo-sequence HLA-DPA10301-DPB10402. The binding affinity (normalized) is 0.864. (5) The peptide sequence is MGVSDVPRDLEVVAA. The MHC is DRB1_0401 with pseudo-sequence DRB1_0401. The binding affinity (normalized) is 0.0582. (6) The peptide sequence is GELQIVDKIDAANKI. The MHC is DRB1_1302 with pseudo-sequence DRB1_1302. The binding affinity (normalized) is 0.999. (7) The peptide sequence is WGAIWRIDTPDKLTGPFTVR. The MHC is DRB1_1201 with pseudo-sequence DRB1_1201. The binding affinity (normalized) is 0.238.